Dataset: Microsomal clearance measurements from AstraZeneca. Task: Regression/Classification. Given a drug SMILES string, predict its absorption, distribution, metabolism, or excretion properties. Task type varies by dataset: regression for continuous measurements (e.g., permeability, clearance, half-life) or binary classification for categorical outcomes (e.g., BBB penetration, CYP inhibition). For this dataset (clearance_microsome_az), we predict log10(clearance) (log10 of the in vitro intrinsic clearance, CLint, in uL/min per mg of human liver microsomal protein, equivalently mL/min/g; values are censored to the assay range of 3 to 150, which is 0.477 to 2.18 on this log10 scale). (1) The drug is O=C(O)Cc1ccccc1Nc1c(Cl)cccc1Cl. The log10(clearance) is 1.82. (2) The drug is CCn1c(SCC(=O)Nc2cc(C)on2)nnc1-c1ccccc1. The log10(clearance) is 1.51.